This data is from Peptide-MHC class I binding affinity with 185,985 pairs from IEDB/IMGT. The task is: Regression. Given a peptide amino acid sequence and an MHC pseudo amino acid sequence, predict their binding affinity value. This is MHC class I binding data. (1) The peptide sequence is SYLAGAGLLF. The MHC is HLA-A23:01 with pseudo-sequence HLA-A23:01. The binding affinity (normalized) is 1.00. (2) The peptide sequence is KLVALGINAV. The MHC is HLA-B08:01 with pseudo-sequence HLA-B08:01. The binding affinity (normalized) is 0. (3) The peptide sequence is KEYKNVEI. The MHC is H-2-Kk with pseudo-sequence H-2-Kk. The binding affinity (normalized) is 0.588. (4) The peptide sequence is YTISSESLVY. The MHC is HLA-A03:01 with pseudo-sequence HLA-A03:01. The binding affinity (normalized) is 0.379. (5) The peptide sequence is KCFEKFIEPK. The MHC is HLA-A33:01 with pseudo-sequence HLA-A33:01. The binding affinity (normalized) is 0.0868. (6) The peptide sequence is LTILAMAIT. The MHC is HLA-B08:01 with pseudo-sequence HLA-B08:01. The binding affinity (normalized) is 0. (7) The MHC is H-2-Db with pseudo-sequence H-2-Db. The peptide sequence is SFYRNLLWL. The binding affinity (normalized) is 0.622.